Task: Predict the reactants needed to synthesize the given product.. Dataset: Full USPTO retrosynthesis dataset with 1.9M reactions from patents (1976-2016) Given the product [CH3:22][O:21][C:15]1[CH:14]=[C:13]([C:5]([C:6]([O:8][CH3:9])=[O:7])([CH:10]([CH3:12])[CH3:11])[CH2:4][CH2:3][CH2:2][N:24]([CH3:23])[CH2:25][CH2:26][C:27]2[CH:37]=[CH:36][C:30]([C:31]([O:33][CH2:34][CH3:35])=[O:32])=[CH:29][CH:28]=2)[CH:18]=[CH:17][C:16]=1[O:19][CH3:20], predict the reactants needed to synthesize it. The reactants are: Cl[CH2:2][CH2:3][CH2:4][C:5]([C:13]1[CH:18]=[CH:17][C:16]([O:19][CH3:20])=[C:15]([O:21][CH3:22])[CH:14]=1)([CH:10]([CH3:12])[CH3:11])[C:6]([O:8][CH3:9])=[O:7].[CH3:23][NH:24][CH2:25][CH2:26][C:27]1[CH:37]=[CH:36][C:30]([C:31]([O:33][CH2:34][CH3:35])=[O:32])=[CH:29][CH:28]=1.